This data is from Forward reaction prediction with 1.9M reactions from USPTO patents (1976-2016). The task is: Predict the product of the given reaction. (1) Given the reactants [Cl:1][C:2]1[CH:3]=[CH:4][CH:5]=[C:6]2[C:11]=1[N:10]=[C:9]([C:12]1[CH:17]=[CH:16][CH:15]=[CH:14][C:13]=1[C:18]([F:21])([F:20])[F:19])[C:8]([CH2:22]O)=[CH:7]2.O=S(Cl)[Cl:26], predict the reaction product. The product is: [Cl:1][C:2]1[CH:3]=[CH:4][CH:5]=[C:6]2[C:11]=1[N:10]=[C:9]([C:12]1[CH:17]=[CH:16][CH:15]=[CH:14][C:13]=1[C:18]([F:21])([F:20])[F:19])[C:8]([CH2:22][Cl:26])=[CH:7]2. (2) Given the reactants Cl.[NH2:2][CH:3]([C:6]1[C:15]2[C:10](=[CH:11][CH:12]=[CH:13][CH:14]=2)[CH:9]=[CH:8][CH:7]=1)[C:4]#[N:5].[CH3:16][O:17][C:18]1[C:36]([O:37][CH3:38])=[C:35]([O:39][CH3:40])[CH:34]=[CH:33][C:19]=1[C:20]([NH:22][CH2:23][CH2:24][N:25]1[CH:29]=[C:28]([C:30](O)=[O:31])[N:27]=[N:26]1)=[O:21], predict the reaction product. The product is: [C:4]([CH:3]([NH:2][C:30]([C:28]1[N:27]=[N:26][N:25]([CH2:24][CH2:23][NH:22][C:20](=[O:21])[C:19]2[CH:33]=[CH:34][C:35]([O:39][CH3:40])=[C:36]([O:37][CH3:38])[C:18]=2[O:17][CH3:16])[CH:29]=1)=[O:31])[C:6]1[C:15]2[C:10](=[CH:11][CH:12]=[CH:13][CH:14]=2)[CH:9]=[CH:8][CH:7]=1)#[N:5]. (3) Given the reactants [CH3:1][C:2]1[CH:3]=[C:4]2[C:9](=[CH:10][C:11]=1B1OC(C)(C)C(C)(C)O1)[CH2:8][N:7]([C:21]([O:23][C:24]([CH3:27])([CH3:26])[CH3:25])=[O:22])[CH2:6][CH2:5]2.Cl[C:29]1[CH:34]=[C:33]([N:35]2[CH2:40][CH2:39][N:38]([CH3:41])[CH2:37][CH2:36]2)[N:32]=[C:31]([NH2:42])[N:30]=1, predict the reaction product. The product is: [NH2:42][C:31]1[N:30]=[C:29]([C:11]2[CH:10]=[C:9]3[C:4]([CH2:5][CH2:6][N:7]([C:21]([O:23][C:24]([CH3:25])([CH3:27])[CH3:26])=[O:22])[CH2:8]3)=[CH:3][C:2]=2[CH3:1])[CH:34]=[C:33]([N:35]2[CH2:40][CH2:39][N:38]([CH3:41])[CH2:37][CH2:36]2)[N:32]=1. (4) Given the reactants [CH:1]([O:4][C:5]([C:7]1[CH:12]=[CH:11][C:10](B(O)O)=[CH:9][CH:8]=1)=[O:6])([CH3:3])[CH3:2].C(=O)([O-])[O-].[Na+].[Na+].[NH2:22][C:23]1[C:32](Br)=[N:31][C:30]([Br:34])=[CH:29][C:24]=1[C:25]([O:27][CH3:28])=[O:26], predict the reaction product. The product is: [NH2:22][C:23]1[C:32]([C:10]2[CH:11]=[CH:12][C:7]([C:5]([O:4][CH:1]([CH3:3])[CH3:2])=[O:6])=[CH:8][CH:9]=2)=[N:31][C:30]([Br:34])=[CH:29][C:24]=1[C:25]([O:27][CH3:28])=[O:26]. (5) Given the reactants Cl[C:2]([O:4][CH2:5][C:6]([Cl:9])([Cl:8])[Cl:7])=[O:3].[C:10]([C:14]1[CH:15]=[C:16]([NH2:34])[N:17]([C:19]2[CH:24]=[CH:23][CH:22]=[C:21]([CH2:25][N:26]3[CH2:31][CH2:30][C:29]([F:33])([F:32])[CH2:28][CH2:27]3)[CH:20]=2)[N:18]=1)([CH3:13])([CH3:12])[CH3:11].CCN(C(C)C)C(C)C, predict the reaction product. The product is: [Cl:7][C:6]([Cl:9])([Cl:8])[CH2:5][O:4][C:2](=[O:3])[NH:34][C:16]1[N:17]([C:19]2[CH:24]=[CH:23][CH:22]=[C:21]([CH2:25][N:26]3[CH2:31][CH2:30][C:29]([F:33])([F:32])[CH2:28][CH2:27]3)[CH:20]=2)[N:18]=[C:14]([C:10]([CH3:12])([CH3:13])[CH3:11])[CH:15]=1. (6) Given the reactants [CH3:1][N:2]1[C:10]2[C:5](=[CH:6][C:7]([C:11]#[N:12])=[CH:8][CH:9]=2)[C:4]([C:13]2[N:21]([S:22]([C:25]3[CH:30]=[CH:29][C:28]([CH3:31])=[CH:27][CH:26]=3)(=[O:24])=[O:23])[C:16]3=[N:17][CH:18]=[CH:19][CH:20]=[C:15]3[CH:14]=2)=[CH:3]1.[CH3:32][Sn:33]([N:36]=[N+:37]=[N-:38])([CH3:35])[CH3:34], predict the reaction product. The product is: [CH3:1][N:2]1[C:10]2[C:5](=[CH:6][C:7]([C:11]3[N:36]([Sn:33]([CH3:35])([CH3:34])[CH3:32])[N:37]=[N:38][N:12]=3)=[CH:8][CH:9]=2)[C:4]([C:13]2[N:21]([S:22]([C:25]3[CH:26]=[CH:27][C:28]([CH3:31])=[CH:29][CH:30]=3)(=[O:23])=[O:24])[C:16]3=[N:17][CH:18]=[CH:19][CH:20]=[C:15]3[CH:14]=2)=[CH:3]1. (7) Given the reactants [CH3:1][CH2:2][O:3][C:4]([C@@H:6]1[CH2:10][C@@H:9](OS(C2C=CC(C)=CC=2)(=O)=O)[CH2:8][N:7]1[C:22]([O:24][C:25]([CH3:28])([CH3:27])[CH3:26])=[O:23])=[O:5].[N-:29]=[N+:30]=[N-:31].[Na+], predict the reaction product. The product is: [CH3:1][CH2:2][O:3][C:4]([C@@H:6]1[CH2:10][C@H:9]([N:29]=[N+:30]=[N-:31])[CH2:8][N:7]1[C:22]([O:24][C:25]([CH3:28])([CH3:27])[CH3:26])=[O:23])=[O:5]. (8) Given the reactants [N:1]1([C:5]2[C:10]([N+:11]([O-])=O)=[CH:9][C:8]([NH:14][C:15]3[N:20]=[C:19]([N:21]4[CH:25]=[C:24]([CH:26]=O)[C:23]([CH:28]5[CH2:30][CH2:29]5)=[N:22]4)[CH:18]=[CH:17][N:16]=3)=[C:7]([O:31][CH3:32])[CH:6]=2)[CH2:4][CH2:3][CH2:2]1.Cl.[NH:34]1[CH2:37][CH2:36][CH2:35]1, predict the reaction product. The product is: [N:1]1([C:5]2[CH:6]=[C:7]([O:31][CH3:32])[C:8]([NH:14][C:15]3[N:20]=[C:19]([N:21]4[CH:25]=[C:24]([CH2:26][N:34]5[CH2:37][CH2:36][CH2:35]5)[C:23]([CH:28]5[CH2:29][CH2:30]5)=[N:22]4)[CH:18]=[CH:17][N:16]=3)=[CH:9][C:10]=2[NH:11][C:7](=[O:31])[CH:6]=[CH2:5])[CH2:4][CH2:3][CH2:2]1. (9) Given the reactants [C:1]([C:4]1[CH:23]=[CH:22][C:7]([O:8][CH2:9][CH2:10][CH2:11][CH2:12][NH:13][C:14]2[CH:21]=[CH:20][C:17]([C:18]#[N:19])=[CH:16][CH:15]=2)=[C:6]([CH2:24][CH2:25][CH3:26])[C:5]=1[OH:27])(=[O:3])[CH3:2].C([Sn](=O)CCCC)CCC.[N:38]([Si](C)(C)C)=[N+:39]=[N-:40], predict the reaction product. The product is: [OH:27][C:5]1[C:6]([CH2:24][CH2:25][CH3:26])=[C:7]([O:8][CH2:9][CH2:10][CH2:11][CH2:12][NH:13][C:14]2[CH:21]=[CH:20][C:17]([C:18]3[N:38]=[N:39][NH:40][N:19]=3)=[CH:16][CH:15]=2)[CH:22]=[CH:23][C:4]=1[C:1](=[O:3])[CH3:2]. (10) Given the reactants [Si:1]([O:8][CH:9]1[CH2:14][CH2:13][CH:12]([N:15]2[CH:19]=[C:18]([I:20])[CH:17]=[N:16]2)[CH2:11][CH2:10]1)([C:4]([CH3:7])([CH3:6])[CH3:5])([CH3:3])[CH3:2].[Li+].CC([N-]C(C)C)C.C1CCCCC1.[Cl:35]C(Cl)(Cl)C(Cl)(Cl)Cl.[NH4+].[Cl-], predict the reaction product. The product is: [Si:1]([O:8][C@H:9]1[CH2:14][CH2:13][C@H:12]([N:15]2[C:19]([Cl:35])=[C:18]([I:20])[CH:17]=[N:16]2)[CH2:11][CH2:10]1)([C:4]([CH3:7])([CH3:5])[CH3:6])([CH3:3])[CH3:2].